From a dataset of Forward reaction prediction with 1.9M reactions from USPTO patents (1976-2016). Predict the product of the given reaction. (1) The product is: [Cl:17][C:18]1[C:19]2[C:20](=[N:24][N:25]([CH2:2][C:3]3[CH:16]=[CH:15][C:6]([CH2:7][N:8]4[C:12]([CH3:13])=[CH:11][C:10]([CH3:14])=[N:9]4)=[CH:5][CH:4]=3)[CH:26]=2)[N:21]=[CH:22][N:23]=1. Given the reactants Br[CH2:2][C:3]1[CH:16]=[CH:15][C:6]([CH2:7][N:8]2[C:12]([CH3:13])=[CH:11][C:10]([CH3:14])=[N:9]2)=[CH:5][CH:4]=1.[Cl:17][C:18]1[C:19]2[C:20](=[N:24][NH:25][CH:26]=2)[N:21]=[CH:22][N:23]=1.[K].[I-].[Na+], predict the reaction product. (2) Given the reactants [Cl:1][C:2]1[CH:3]=[CH:4][C:5]2[C:11](=[N:12][CH2:13][C:14]3[CH:19]=[CH:18][C:17]([O:20][CH3:21])=[CH:16][C:15]=3[O:22][CH3:23])[CH2:10][CH2:9][CH2:8][O:7][C:6]=2[CH:24]=1.[CH:25]([C:34](OC)=[O:35])([C:30](OC)=[O:31])[C:26]([O:28][CH3:29])=[O:27], predict the reaction product. The product is: [Cl:1][C:2]1[CH:3]=[CH:4][C:5]2[C:11]3[N:12]([CH2:13][C:14]4[CH:19]=[CH:18][C:17]([O:20][CH3:21])=[CH:16][C:15]=4[O:22][CH3:23])[C:30](=[O:31])[C:25]([C:26]([O:28][CH3:29])=[O:27])=[C:34]([OH:35])[C:10]=3[CH2:9][CH2:8][O:7][C:6]=2[CH:24]=1. (3) Given the reactants [Br:1][C:2]1[N:7]=[C:6]2[C:8]([C:11]([OH:13])=O)=[CH:9][NH:10][C:5]2=[N:4][CH:3]=1.[CH3:14][C:15]([NH2:18])([CH3:17])[CH3:16].CCN=C=NCCCN(C)C.C1C=CC2N(O)N=NC=2C=1, predict the reaction product. The product is: [Br:1][C:2]1[N:7]=[C:6]2[C:8]([C:11]([NH:18][C:15]([CH3:17])([CH3:16])[CH3:14])=[O:13])=[CH:9][NH:10][C:5]2=[N:4][CH:3]=1. (4) The product is: [Cl:1][C:2]1[C:3]([F:41])=[C:4]([CH:38]=[CH:39][CH:40]=1)[CH2:5][NH:6][C:7]([C@@H:9]1[CH2:13][C@@H:12]([F:14])[CH2:11][N:10]1[C:15](=[O:37])[CH2:16][N:17]1[C:25]2[C:20](=[CH:21][C:22]([O:26][CH2:27][C:28]3[N:47]=[CH:32][CH:31]=[CH:30][N:29]=3)=[CH:23][CH:24]=2)[C:19]([C:34](=[O:36])[CH3:35])=[CH:18]1)=[O:8]. Given the reactants [Cl:1][C:2]1[C:3]([F:41])=[C:4]([CH:38]=[CH:39][CH:40]=1)[CH2:5][NH:6][C:7]([C@@H:9]1[CH2:13][C@@H:12]([F:14])[CH2:11][N:10]1[C:15](=[O:37])[CH2:16][N:17]1[C:25]2[C:20](=[CH:21][C:22]([O:26][CH2:27][C:28]3C=[CH:32][CH:31]=[CH:30][N:29]=3)=[CH:23][CH:24]=2)[C:19]([C:34](=[O:36])[CH3:35])=[CH:18]1)=[O:8].ClC1C(F)=C(C=CC=1)C[NH:47]C([C@@H]1C[C@@H](F)CN1C(=O)CN1C2C(=CC(O)=CC=2)C(C(=O)C)=C1)=O.C(=O)([O-])[O-].[Cs+].[Cs+].ClCC1N=CC=CN=1, predict the reaction product.